From a dataset of CYP2C9 inhibition data for predicting drug metabolism from PubChem BioAssay. Regression/Classification. Given a drug SMILES string, predict its absorption, distribution, metabolism, or excretion properties. Task type varies by dataset: regression for continuous measurements (e.g., permeability, clearance, half-life) or binary classification for categorical outcomes (e.g., BBB penetration, CYP inhibition). Dataset: cyp2c9_veith. (1) The compound is CCCC[C@@H]1C[C@H]1C(NC(=O)Cc1ccccc1)c1ccc(-c2ccccc2)cc1. The result is 0 (non-inhibitor). (2) The compound is Cc1cc(C2C(C#N)=C(N)OC3=C2C(=O)CC(C)(C)C3)c(C)s1. The result is 1 (inhibitor).